Dataset: Forward reaction prediction with 1.9M reactions from USPTO patents (1976-2016). Task: Predict the product of the given reaction. (1) Given the reactants [CH:1]1([CH2:4][O:5][C:6]2[N:11]=[C:10]([C:12]([OH:14])=O)[CH:9]=[CH:8][C:7]=2[N:15]2[CH2:19][CH2:18][CH2:17][CH:16]2[CH3:20])[CH2:3][CH2:2]1.[NH2:21][C@@H:22]([CH2:26][CH:27]([CH3:29])[CH3:28])[C:23]([NH2:25])=[O:24], predict the reaction product. The product is: [C:23]([C@@H:22]([NH:21][C:12]([C:10]1[CH:9]=[CH:8][C:7]([N:15]2[CH2:19][CH2:18][CH2:17][CH:16]2[CH3:20])=[C:6]([O:5][CH2:4][CH:1]2[CH2:2][CH2:3]2)[N:11]=1)=[O:14])[CH2:26][CH:27]([CH3:29])[CH3:28])(=[O:24])[NH2:25]. (2) The product is: [C:1]([O:5][C:6](=[O:21])[NH:7][C:8]1([C:11](=[O:20])[NH:12][C:13]2[CH:18]=[CH:17][C:16]([C:25]3[CH:26]=[CH:27][CH:28]=[CH:29][C:24]=3[S:23][CH3:22])=[CH:15][CH:14]=2)[CH2:10][CH2:9]1)([CH3:4])([CH3:3])[CH3:2]. Given the reactants [C:1]([O:5][C:6](=[O:21])[NH:7][C:8]1([C:11](=[O:20])[NH:12][C:13]2[CH:18]=[CH:17][C:16](Br)=[CH:15][CH:14]=2)[CH2:10][CH2:9]1)([CH3:4])([CH3:3])[CH3:2].[CH3:22][S:23][C:24]1[CH:29]=[CH:28][CH:27]=[CH:26][C:25]=1B(O)O.C(=O)([O-])[O-].[Na+].[Na+].O, predict the reaction product. (3) Given the reactants [CH3:1][C:2]1[CH:3]=[CH:4][C:5]([C:15](=O)[C:16]([F:19])([F:18])[F:17])=[C:6]([CH:14]=1)[O:7][CH2:8][C:9]([O:11][CH2:12][CH3:13])=[O:10].C([O-])([O-])=O.[K+].[K+], predict the reaction product. The product is: [CH3:1][C:2]1[CH:3]=[CH:4][C:5]2[C:15]([C:16]([F:19])([F:18])[F:17])=[C:8]([C:9]([O:11][CH2:12][CH3:13])=[O:10])[O:7][C:6]=2[CH:14]=1. (4) Given the reactants [C:1]([O:5][C:6]([N:8]1[CH2:11][CH2:10][C@H:9]1[CH2:12][O:13][C:14]1[CH:15]=[C:16]([CH2:20][CH2:21][C:22]2[CH:23]=[C:24]([CH2:28]Cl)[CH:25]=[CH:26][CH:27]=2)[CH:17]=[N:18][CH:19]=1)=[O:7])([CH3:4])([CH3:3])[CH3:2].[N-:30]=[N+:31]=[N-:32].[Na+], predict the reaction product. The product is: [C:1]([O:5][C:6]([N:8]1[CH2:11][CH2:10][C@H:9]1[CH2:12][O:13][C:14]1[CH:15]=[C:16]([CH2:20][CH2:21][C:22]2[CH:23]=[C:24]([CH2:28][N:30]=[N+:31]=[N-:32])[CH:25]=[CH:26][CH:27]=2)[CH:17]=[N:18][CH:19]=1)=[O:7])([CH3:4])([CH3:3])[CH3:2]. (5) The product is: [CH2:9]([O:11][C:12](=[O:21])[CH2:13][C:14]1[CH:19]=[CH:18][CH:17]=[C:16]([CH2:20][Br:1])[CH:15]=1)[CH3:10]. Given the reactants [Br:1]N1C(=O)CCC1=O.[CH2:9]([O:11][C:12](=[O:21])[CH2:13][C:14]1[CH:15]=[C:16]([CH3:20])[CH:17]=[CH:18][CH:19]=1)[CH3:10], predict the reaction product. (6) Given the reactants [Si:1]([O:8][C@H:9]1[CH2:18][C:17]([CH3:20])([CH3:19])[CH2:16][C:15]2[N:14]=[C:13]([CH:21]([CH3:23])[CH3:22])[C:12]([CH:24]=[O:25])=[C:11]([I:26])[C:10]1=2)([C:4]([CH3:7])([CH3:6])[CH3:5])([CH3:3])[CH3:2].Br[C:28]1[CH:29]=[CH:30][C:31]([C:34]([F:37])([F:36])[F:35])=[N:32][CH:33]=1, predict the reaction product. The product is: [Si:1]([O:8][C@H:9]1[CH2:18][C:17]([CH3:19])([CH3:20])[CH2:16][C:15]2[N:14]=[C:13]([CH:21]([CH3:22])[CH3:23])[C:12]([C@H:24]([C:28]3[CH:33]=[N:32][C:31]([C:34]([F:37])([F:36])[F:35])=[CH:30][CH:29]=3)[OH:25])=[C:11]([I:26])[C:10]1=2)([C:4]([CH3:5])([CH3:6])[CH3:7])([CH3:3])[CH3:2]. (7) Given the reactants [N:1]1[CH:6]=[C:5](B(O)O)[CH:4]=[N:3][CH:2]=1.Br[C:11]1[CH:19]=[C:18]2[C:14]([CH2:15][CH2:16][N:17]2[C:20](=[O:37])[C@@H:21]([NH:29][C:30](=[O:36])[O:31][C:32]([CH3:35])([CH3:34])[CH3:33])[CH2:22][C:23]2[CH:28]=[CH:27][CH:26]=[CH:25][CH:24]=2)=[CH:13][CH:12]=1.C(=O)([O-])[O-].[Na+].[Na+], predict the reaction product. The product is: [O:37]=[C:20]([N:17]1[C:18]2[C:14](=[CH:13][CH:12]=[C:11]([C:5]3[CH:6]=[N:1][CH:2]=[N:3][CH:4]=3)[CH:19]=2)[CH2:15][CH2:16]1)[C@@H:21]([NH:29][C:30](=[O:36])[O:31][C:32]([CH3:35])([CH3:33])[CH3:34])[CH2:22][C:23]1[CH:24]=[CH:25][CH:26]=[CH:27][CH:28]=1. (8) Given the reactants S(=O)(=O)(O)O.[NH2:6][CH2:7][C:8]#[N:9].[C:10]([C:18]1C=CC=CC=1)(=O)[C:11]1C=CC=C[CH:12]=1.[CH2:24](Cl)Cl, predict the reaction product. The product is: [N:9]1[C:8]2[CH:18]=[CH:10][CH:11]=[CH:12][C:7]=2[NH:6][CH:24]=1. (9) Given the reactants Br[C:2]1[CH:3]=[CH:4][C:5]2[S:9][CH:8]=[N:7][C:6]=2[CH:10]=1.C([O-])(=O)C.[K+].Br[C:17]1[CH:22]=[CH:21][C:20]([C:23]2[N:24]([CH2:32][C@@H:33]3[CH2:37][CH2:36][N:35]([C:38]([CH:40]4[CH2:42][CH2:41]4)=[O:39])[CH2:34]3)[C:25]3[CH:30]=[CH:29][N:28]=[CH:27][C:26]=3[N:31]=2)=[CH:19][CH:18]=1.C(=O)([O-])[O-].[K+].[K+], predict the reaction product. The product is: [S:9]1[C:5]2[CH:4]=[CH:3][C:2]([C:17]3[CH:22]=[CH:21][C:20]([C:23]4[N:24]([CH2:32][C@@H:33]5[CH2:37][CH2:36][N:35]([C:38]([CH:40]6[CH2:41][CH2:42]6)=[O:39])[CH2:34]5)[C:25]5[CH:30]=[CH:29][N:28]=[CH:27][C:26]=5[N:31]=4)=[CH:19][CH:18]=3)=[CH:10][C:6]=2[N:7]=[CH:8]1. (10) Given the reactants [C:1]([NH:4][CH:5]([CH2:9][S:10][C:11](=[O:19])[C:12]1[CH:17]=[CH:16][C:15]([CH3:18])=[CH:14][CH:13]=1)[C:6](O)=[O:7])(=[O:3])[CH3:2].Cl.C[N:22](C)CCCN=C=NCC.O.OC1C2N=NNC=2C=CC=1.C(N(CC)CC)C.[Cl-].[NH4+], predict the reaction product. The product is: [C:1]([NH:4][C@@H:5]([CH2:9][S:10][C:11](=[O:19])[C:12]1[CH:17]=[CH:16][C:15]([CH3:18])=[CH:14][CH:13]=1)[C:6]([NH2:22])=[O:7])(=[O:3])[CH3:2].